Dataset: NCI-60 drug combinations with 297,098 pairs across 59 cell lines. Task: Regression. Given two drug SMILES strings and cell line genomic features, predict the synergy score measuring deviation from expected non-interaction effect. (1) Drug 1: C1=NC(=NC(=O)N1C2C(C(C(O2)CO)O)O)N. Drug 2: C1=NNC2=C1C(=O)NC=N2. Cell line: KM12. Synergy scores: CSS=37.8, Synergy_ZIP=-14.5, Synergy_Bliss=-4.75, Synergy_Loewe=-23.5, Synergy_HSA=-2.52. (2) Cell line: MDA-MB-231. Synergy scores: CSS=-6.32, Synergy_ZIP=10.6, Synergy_Bliss=0.517, Synergy_Loewe=-12.6, Synergy_HSA=-10.3. Drug 2: CN1C(=O)N2C=NC(=C2N=N1)C(=O)N. Drug 1: CC1=CC2C(CCC3(C2CCC3(C(=O)C)OC(=O)C)C)C4(C1=CC(=O)CC4)C. (3) Drug 1: C1CCC(C1)C(CC#N)N2C=C(C=N2)C3=C4C=CNC4=NC=N3. Drug 2: CC1C(C(CC(O1)OC2CC(CC3=C2C(=C4C(=C3O)C(=O)C5=C(C4=O)C(=CC=C5)OC)O)(C(=O)CO)O)N)O.Cl. Cell line: OVCAR-8. Synergy scores: CSS=35.1, Synergy_ZIP=2.08, Synergy_Bliss=2.95, Synergy_Loewe=-25.0, Synergy_HSA=1.64. (4) Drug 1: CN1CCC(CC1)COC2=C(C=C3C(=C2)N=CN=C3NC4=C(C=C(C=C4)Br)F)OC. Drug 2: CCC1=CC2CC(C3=C(CN(C2)C1)C4=CC=CC=C4N3)(C5=C(C=C6C(=C5)C78CCN9C7C(C=CC9)(C(C(C8N6C)(C(=O)OC)O)OC(=O)C)CC)OC)C(=O)OC.C(C(C(=O)O)O)(C(=O)O)O. Cell line: MCF7. Synergy scores: CSS=54.5, Synergy_ZIP=14.8, Synergy_Bliss=16.1, Synergy_Loewe=0.857, Synergy_HSA=18.0. (5) Drug 1: C1=C(C(=O)NC(=O)N1)N(CCCl)CCCl. Drug 2: CNC(=O)C1=NC=CC(=C1)OC2=CC=C(C=C2)NC(=O)NC3=CC(=C(C=C3)Cl)C(F)(F)F. Cell line: SN12C. Synergy scores: CSS=44.7, Synergy_ZIP=-2.42, Synergy_Bliss=-0.844, Synergy_Loewe=-4.62, Synergy_HSA=0.762. (6) Drug 1: C#CCC(CC1=CN=C2C(=N1)C(=NC(=N2)N)N)C3=CC=C(C=C3)C(=O)NC(CCC(=O)O)C(=O)O. Drug 2: CC1C(C(CC(O1)OC2CC(CC3=C2C(=C4C(=C3O)C(=O)C5=CC=CC=C5C4=O)O)(C(=O)C)O)N)O. Cell line: TK-10. Synergy scores: CSS=46.7, Synergy_ZIP=-2.84, Synergy_Bliss=-2.25, Synergy_Loewe=-6.30, Synergy_HSA=0.435. (7) Drug 1: C1CCN(CC1)CCOC2=CC=C(C=C2)C(=O)C3=C(SC4=C3C=CC(=C4)O)C5=CC=C(C=C5)O. Drug 2: CS(=O)(=O)C1=CC(=C(C=C1)C(=O)NC2=CC(=C(C=C2)Cl)C3=CC=CC=N3)Cl. Cell line: SF-268. Synergy scores: CSS=-4.45, Synergy_ZIP=1.45, Synergy_Bliss=-1.42, Synergy_Loewe=-5.30, Synergy_HSA=-5.32. (8) Drug 1: CCC(=C(C1=CC=CC=C1)C2=CC=C(C=C2)OCCN(C)C)C3=CC=CC=C3.C(C(=O)O)C(CC(=O)O)(C(=O)O)O. Drug 2: CN1C2=C(C=C(C=C2)N(CCCl)CCCl)N=C1CCCC(=O)O.Cl. Cell line: HOP-92. Synergy scores: CSS=0.0285, Synergy_ZIP=-0.194, Synergy_Bliss=1.81, Synergy_Loewe=-1.91, Synergy_HSA=-1.24. (9) Drug 1: CC1=C2C(C(=O)C3(C(CC4C(C3C(C(C2(C)C)(CC1OC(=O)C(C(C5=CC=CC=C5)NC(=O)OC(C)(C)C)O)O)OC(=O)C6=CC=CC=C6)(CO4)OC(=O)C)OC)C)OC. Drug 2: C1CN(CCN1C(=O)CCBr)C(=O)CCBr. Cell line: MCF7. Synergy scores: CSS=43.2, Synergy_ZIP=0.236, Synergy_Bliss=-0.432, Synergy_Loewe=-7.62, Synergy_HSA=3.57. (10) Drug 1: C1CC(=O)NC(=O)C1N2CC3=C(C2=O)C=CC=C3N. Drug 2: CC12CCC3C(C1CCC2OP(=O)(O)O)CCC4=C3C=CC(=C4)OC(=O)N(CCCl)CCCl.[Na+]. Cell line: SK-OV-3. Synergy scores: CSS=2.51, Synergy_ZIP=-1.59, Synergy_Bliss=-1.13, Synergy_Loewe=-0.971, Synergy_HSA=-0.880.